This data is from Full USPTO retrosynthesis dataset with 1.9M reactions from patents (1976-2016). The task is: Predict the reactants needed to synthesize the given product. (1) Given the product [F:1][C:2]1[CH:7]=[C:6]([CH:5]=[CH:4][C:3]=1[N:11]1[CH2:16][CH2:15][N:14]([CH:17]2[CH2:20][O:19][CH2:18]2)[CH2:13][CH2:12]1)[NH2:8], predict the reactants needed to synthesize it. The reactants are: [F:1][C:2]1[CH:7]=[C:6]([N+:8]([O-])=O)[CH:5]=[CH:4][C:3]=1[N:11]1[CH2:16][CH2:15][N:14]([CH:17]2[CH2:20][O:19][CH2:18]2)[CH2:13][CH2:12]1. (2) Given the product [CH3:27][N:28]([CH3:36])[C:29]1[CH:30]=[C:31]([NH:32][C:5]2[N:10]=[C:9]3[N:11]([CH3:26])[C:12](=[O:25])[N:13]([C:15]4[CH:20]=[C:19]([N+:21]([O-:23])=[O:22])[CH:18]=[CH:17][C:16]=4[CH3:24])[CH2:14][C:8]3=[CH:7][N:6]=2)[CH:33]=[CH:34][CH:35]=1, predict the reactants needed to synthesize it. The reactants are: CS([C:5]1[N:10]=[C:9]2[N:11]([CH3:26])[C:12](=[O:25])[N:13]([C:15]3[CH:20]=[C:19]([N+:21]([O-:23])=[O:22])[CH:18]=[CH:17][C:16]=3[CH3:24])[CH2:14][C:8]2=[CH:7][N:6]=1)(=O)=O.[CH3:27][N:28]([CH3:36])[C:29]1[CH:30]=[C:31]([CH:33]=[CH:34][CH:35]=1)[NH2:32]. (3) The reactants are: [C:1]([C:3]1([C:17]2[CH:22]=[CH:21][CH:20]=[CH:19][N:18]=2)[CH2:8][CH2:7][N:6]([C:9]([O:11][C:12]([CH3:15])([CH3:14])[CH3:13])=[O:10])[CH2:5][CH:4]1[OH:16])#[N:2].[H-].[Na+].[CH2:25](Br)[C:26]1[CH:31]=[CH:30][CH:29]=[CH:28][CH:27]=1. Given the product [CH2:25]([O:16][C@@H:4]1[C@@:3]([C:1]#[N:2])([C:17]2[CH:22]=[CH:21][CH:20]=[CH:19][N:18]=2)[CH2:8][CH2:7][N:6]([C:9]([O:11][C:12]([CH3:15])([CH3:14])[CH3:13])=[O:10])[CH2:5]1)[C:26]1[CH:31]=[CH:30][CH:29]=[CH:28][CH:27]=1, predict the reactants needed to synthesize it. (4) Given the product [F:16][C:10]1[CH:9]=[C:8]([CH:6]2[CH2:5][CH2:4][CH2:3][CH2:2][NH:1]2)[CH:13]=[C:12]([F:14])[C:11]=1[F:15], predict the reactants needed to synthesize it. The reactants are: [NH2:1][CH2:2][CH2:3][CH2:4][CH2:5][C:6]([C:8]1[CH:13]=[C:12]([F:14])[C:11]([F:15])=[C:10]([F:16])[CH:9]=1)=O.[BH4-].[Na+]. (5) Given the product [CH3:1][O:2][C:3]1[CH:4]=[C:5]([NH:11][C:12]2[C:13]3[CH2:22][O:21][CH2:20][C:14]=3[N:15]=[CH:16][N:17]=2)[CH:6]=[C:7]([O:9][CH3:10])[CH:8]=1, predict the reactants needed to synthesize it. The reactants are: [CH3:1][O:2][C:3]1[CH:4]=[C:5]([NH:11][C:12]2[C:13]3[CH2:22][O:21][CH2:20][C:14]=3[N:15]=[C:16](SC)[N:17]=2)[CH:6]=[C:7]([O:9][CH3:10])[CH:8]=1. (6) Given the product [CH3:35][C:20]1[C:19]([CH2:18][O:17][C:14]2[CH:15]=[C:16]3[C:11]([CH:10]=[CH:9][N:8]3[CH2:7][C:6]([OH:36])=[O:5])=[CH:12][CH:13]=2)=[CH:24][CH:23]=[C:22]([C:25]2[CH:26]=[CH:27][C:28]([C:31]([F:33])([F:32])[F:34])=[CH:29][CH:30]=2)[N:21]=1, predict the reactants needed to synthesize it. The reactants are: C([O:5][C:6](=[O:36])[CH2:7][N:8]1[C:16]2[C:11](=[CH:12][CH:13]=[C:14]([O:17][CH2:18][C:19]3[C:20]([CH3:35])=[N:21][C:22]([C:25]4[CH:30]=[CH:29][C:28]([C:31]([F:34])([F:33])[F:32])=[CH:27][CH:26]=4)=[CH:23][CH:24]=3)[CH:15]=2)[CH:10]=[CH:9]1)(C)(C)C.[Li+].[OH-].Cl. (7) Given the product [Br:3][C:4]1[CH:5]=[C:6]([CH2:7][OH:8])[CH:11]=[C:12]([Br:15])[C:13]=1[Cl:14], predict the reactants needed to synthesize it. The reactants are: [BH4-].[Na+].[Br:3][C:4]1[CH:5]=[C:6]([CH:11]=[C:12]([Br:15])[C:13]=1[Cl:14])[C:7](OC)=[O:8].